This data is from Peptide-MHC class I binding affinity with 185,985 pairs from IEDB/IMGT. The task is: Regression. Given a peptide amino acid sequence and an MHC pseudo amino acid sequence, predict their binding affinity value. This is MHC class I binding data. (1) The binding affinity (normalized) is 0.274. The MHC is HLA-A02:03 with pseudo-sequence HLA-A02:03. The peptide sequence is DVRTLLGLIL. (2) The peptide sequence is YTDLTYQSF. The MHC is HLA-A01:01 with pseudo-sequence HLA-A01:01. The binding affinity (normalized) is 0.728. (3) The peptide sequence is EMRFAYICT. The MHC is HLA-B27:05 with pseudo-sequence HLA-B27:05. The binding affinity (normalized) is 0.0847. (4) The binding affinity (normalized) is 0.482. The MHC is Mamu-B6601 with pseudo-sequence Mamu-B6601. The peptide sequence is FGNWFDLAS. (5) The peptide sequence is SANNSHHYI. The MHC is H-2-Db with pseudo-sequence H-2-Db. The binding affinity (normalized) is 0.501. (6) The peptide sequence is QTRVTAIEKY. The MHC is Mamu-A01 with pseudo-sequence Mamu-A01. The binding affinity (normalized) is 0. (7) The peptide sequence is QYSDRRWCF. The MHC is HLA-A24:02 with pseudo-sequence HLA-A24:02. The binding affinity (normalized) is 0.683. (8) The peptide sequence is SLWAWVLLF. The MHC is HLA-B57:01 with pseudo-sequence HLA-B57:01. The binding affinity (normalized) is 0.0847.